The task is: Predict which catalyst facilitates the given reaction.. This data is from Catalyst prediction with 721,799 reactions and 888 catalyst types from USPTO. (1) Reactant: C(NC(C)C)(C)C.[Li]CCCC.[C:13]([C:16]1[S:17][CH:18]=[CH:19][N:20]=1)(=[O:15])[CH3:14].C([C:23]([O:25][CH3:26])=[O:24])#N. Product: [O:15]=[C:13]([C:16]1[S:17][CH:18]=[CH:19][N:20]=1)[CH2:14][C:23]([O:25][CH3:26])=[O:24]. The catalyst class is: 27. (2) Reactant: [CH2:1]([N:3]1[CH2:8][C:7]2([CH2:13][CH2:12][N:11](C(OC(C)(C)C)=O)[CH2:10][CH2:9]2)[O:6][CH2:5][C:4]1=[O:21])[CH3:2].C(O)(C(F)(F)[F:25])=O.C(=O)([O-])[O-].[K+].[K+].Br[CH:36]([C:42]1[CH:47]=[CH:46][C:45]([Br:48])=[CH:44][CH:43]=1)[C:37]([O:39][CH2:40][CH3:41])=[O:38]. Product: [Br:48][C:45]1[CH:46]=[CH:47][C:42]([CH:36]([N:11]2[CH2:12][CH2:13][C:7]3([O:6][CH2:5][C:4](=[O:21])[N:3]([CH2:1][CH3:2])[CH2:8]3)[CH2:9][CH2:10]2)[C:37]([O:39][CH2:40][CH3:41])=[O:38])=[C:43]([F:25])[CH:44]=1. The catalyst class is: 46.